This data is from Catalyst prediction with 721,799 reactions and 888 catalyst types from USPTO. The task is: Predict which catalyst facilitates the given reaction. (1) Reactant: [Cl-].[CH2:2]([N+:4]([CH2:7][CH2:8][O:9][CH3:10])([CH3:6])[CH3:5])[CH3:3].[Li+].[C:12]([S:16]([N-:19][S:20]([C:23]([F:26])([F:25])[F:24])(=[O:22])=[O:21])(=[O:18])=[O:17])([F:15])([F:14])[F:13]. Product: [F:26][C:23]([F:24])([F:25])[S:20]([N-:19][S:16]([C:12]([F:13])([F:14])[F:15])(=[O:17])=[O:18])(=[O:21])=[O:22].[CH2:2]([N+:4]([CH2:7][CH2:8][O:9][CH3:10])([CH3:6])[CH3:5])[CH3:3]. The catalyst class is: 6. (2) Reactant: Cl[C:2]1[C:3]2[C:4](=[CH:18][N:19](CC3C=CC(OC)=CC=3)[N:20]=2)[N:5]=[C:6]([C:8]2[CH:9]=[C:10]([S:14]([NH2:17])(=[O:16])=[O:15])[CH:11]=[CH:12][CH:13]=2)[N:7]=1.[CH3:30][O:31][C:32]1[CH:33]=[C:34]([CH:36]=[CH:37][C:38]=1[O:39][CH3:40])[NH2:35].Cl. Product: [CH3:30][O:31][C:32]1[CH:33]=[C:34]([NH:35][C:2]2[C:3]3[NH:20][N:19]=[CH:18][C:4]=3[N:5]=[C:6]([C:8]3[CH:9]=[C:10]([S:14]([NH2:17])(=[O:16])=[O:15])[CH:11]=[CH:12][CH:13]=3)[N:7]=2)[CH:36]=[CH:37][C:38]=1[O:39][CH3:40]. The catalyst class is: 71. (3) Reactant: CO[C:3]1[CH:12]=[CH:11][C:10]2[C:5](=[CH:6][C:7]([O:13][CH3:14])=[CH:8][N:9]=2)[N:4]=1.P(Cl)(Cl)([Cl:17])=O. Product: [Cl:17][C:3]1[CH:12]=[CH:11][C:10]2[C:5](=[CH:6][C:7]([O:13][CH3:14])=[CH:8][N:9]=2)[N:4]=1. The catalyst class is: 9. (4) Reactant: [F:1][C:2]([F:14])([F:13])[C:3]1[CH:4]=[C:5]([NH:9][C:10]([NH2:12])=[O:11])[CH:6]=[CH:7][CH:8]=1.[C:15]([C:17]1[CH:24]=[CH:23][C:20]([CH:21]=O)=[CH:19][CH:18]=1)#[N:16].O=[C:26]([CH3:35])[CH2:27][C:28]([O:30][CH2:31][CH2:32][C:33]#[N:34])=[O:29]. Product: [C:33]([CH2:32][CH2:31][O:30][C:28]([C:27]1[CH:21]([C:20]2[CH:23]=[CH:24][C:17]([C:15]#[N:16])=[CH:18][CH:19]=2)[NH:12][C:10](=[O:11])[N:9]([C:5]2[CH:6]=[CH:7][CH:8]=[C:3]([C:2]([F:13])([F:14])[F:1])[CH:4]=2)[C:26]=1[CH3:35])=[O:29])#[N:34]. The catalyst class is: 1. (5) Reactant: [OH:1][C@H:2]1[CH2:7][N:6]([C:8]([O:10][CH2:11][C:12]2C=CC=[CH:14][CH:13]=2)=[O:9])[C@H:5]([CH3:18])[CH2:4][CH2:3]1.C(OC(OC(C)(C)C)=O)(OC(C)(C)C)=O. Product: [OH:1][C@H:2]1[CH2:7][N:6]([C:8]([O:10][CH2:11][CH2:12][CH2:13][CH3:14])=[O:9])[C@H:5]([CH3:18])[CH2:4][CH2:3]1. The catalyst class is: 99. (6) The catalyst class is: 2. Product: [F:40][C:2]([CH3:28])([CH3:1])[CH2:3][N:4]1[CH2:9][CH2:8][CH:7]([CH2:10][O:11][C:12]2[CH:17]=[CH:16][C:15]([C:18]3[CH:23]=[CH:22][C:21]([S:24]([CH3:27])(=[O:26])=[O:25])=[CH:20][CH:19]=3)=[CH:14][CH:13]=2)[CH2:6][CH2:5]1. Reactant: [CH3:1][C:2](O)([CH3:28])[CH2:3][N:4]1[CH2:9][CH2:8][CH:7]([CH2:10][O:11][C:12]2[CH:17]=[CH:16][C:15]([C:18]3[CH:23]=[CH:22][C:21]([S:24]([CH3:27])(=[O:26])=[O:25])=[CH:20][CH:19]=3)=[CH:14][CH:13]=2)[CH2:6][CH2:5]1.COCCN(S(F)(F)[F:40])CCOC.C([O-])(O)=O.[Na+]. (7) Reactant: [N:1]1[C:10]2[C:5](=[CH:6][CH:7]=[CH:8][C:9]=2[S:11]([N:14]2[CH2:21][C:20]3[CH:22]=[CH:23][CH:24]=[CH:25][C:19]=3[CH2:18][O:17][CH2:16][C@H:15]2[CH2:26][C:27](O)=[O:28])(=[O:13])=[O:12])[CH:4]=[CH:3][CH:2]=1.C[N:31](C(ON1N=NC2C=CC=NC1=2)=[N+](C)C)C.F[P-](F)(F)(F)(F)F.CCN(C(C)C)C(C)C.[OH-].[NH4+]. Product: [N:1]1[C:10]2[C:5](=[CH:6][CH:7]=[CH:8][C:9]=2[S:11]([N:14]2[CH2:21][C:20]3[CH:22]=[CH:23][CH:24]=[CH:25][C:19]=3[CH2:18][O:17][CH2:16][C@H:15]2[CH2:26][C:27]([NH2:31])=[O:28])(=[O:13])=[O:12])[CH:4]=[CH:3][CH:2]=1. The catalyst class is: 2. (8) Reactant: [CH2:1]([C:8]1[C:17]2[C:12](=[CH:13][CH:14]=[CH:15][CH:16]=2)[C:11]([N:18]2[CH2:23][CH2:22][N:21]([C:24]3[CH:29]=[CH:28][C:27]([N+:30]([O-])=O)=[CH:26][N:25]=3)[CH2:20][CH2:19]2)=[N:10][N:9]=1)[C:2]1[CH:7]=[CH:6][CH:5]=[CH:4][CH:3]=1.[Cl-].[NH4+].C(O)C. Product: [CH2:1]([C:8]1[C:17]2[C:12](=[CH:13][CH:14]=[CH:15][CH:16]=2)[C:11]([N:18]2[CH2:19][CH2:20][N:21]([C:24]3[N:25]=[CH:26][C:27]([NH2:30])=[CH:28][CH:29]=3)[CH2:22][CH2:23]2)=[N:10][N:9]=1)[C:2]1[CH:7]=[CH:6][CH:5]=[CH:4][CH:3]=1. The catalyst class is: 150. (9) The catalyst class is: 1. Product: [C:7]([O:11][C:12](=[O:13])[NH:14][C@@H:15]1[CH2:19][CH2:18][CH2:17][C@@H:16]1[CH2:20][OH:21])([CH3:10])([CH3:8])[CH3:9]. Reactant: [H-].[H-].[H-].[H-].[Li+].[Al+3].[C:7]([O:11][C:12]([NH:14][C@@H:15]1[CH2:19][CH2:18][CH2:17][C@@H:16]1[C:20](OC)=[O:21])=[O:13])([CH3:10])([CH3:9])[CH3:8].O. (10) Reactant: C(OC([N:8]1[CH2:13][CH2:12][N:11]([S:14]([C:17]2[CH:22]=[CH:21][C:20]([O:23][CH2:24][C:25]#[C:26][CH3:27])=[CH:19][CH:18]=2)(=[O:16])=[O:15])[CH:10]([C:28](=[O:31])[NH:29][OH:30])[CH2:9]1)=O)(C)(C)C.FC(F)(F)C(O)=O. Product: [OH:30][NH:29][C:28]([CH:10]1[CH2:9][NH:8][CH2:13][CH2:12][N:11]1[S:14]([C:17]1[CH:22]=[CH:21][C:20]([O:23][CH2:24][C:25]#[C:26][CH3:27])=[CH:19][CH:18]=1)(=[O:16])=[O:15])=[O:31]. The catalyst class is: 4.